This data is from Reaction yield outcomes from USPTO patents with 853,638 reactions. The task is: Predict the reaction yield, written as a fraction of the theoretical maximum amount of product (1.0 means a 100% yield; for example, 0.34 means a 34% yield). (1) The reactants are [C:1]([NH:5][C:6]([C:8]1[S:12][C:11]2[CH2:13][C:14]([CH3:17])([CH3:16])[CH2:15][C:10]=2[CH:9]=1)=[O:7])([CH3:4])([CH3:3])[CH3:2].C([Li])CCC.CN([CH:26]=[O:27])C. The catalyst is C1COCC1. The product is [C:1]([NH:5][C:6]([C:8]1[S:12][C:11]2[CH2:13][C:14]([CH3:17])([CH3:16])[CH2:15][C:10]=2[C:9]=1[CH:26]=[O:27])=[O:7])([CH3:4])([CH3:2])[CH3:3]. The yield is 0.800. (2) The yield is 0.200. The product is [CH3:14][S:11]([NH:10][C:7]1[CH:8]=[CH:9][C:4]([C@H:2]([NH:1][C:26]([C:17]2[CH:18]=[CH:19][C:20]3[C:25](=[CH:24][CH:23]=[CH:22][CH:21]=3)[CH:16]=2)=[O:27])[CH3:3])=[CH:5][C:6]=1[CH3:15])(=[O:13])=[O:12]. The catalyst is CN(C=O)C.CN(C)C1C=CN=CC=1. The reactants are [NH2:1][C@@H:2]([C:4]1[CH:9]=[CH:8][C:7]([NH:10][S:11]([CH3:14])(=[O:13])=[O:12])=[C:6]([CH3:15])[CH:5]=1)[CH3:3].[CH:16]1[C:25]2[C:20](=[CH:21][CH:22]=[CH:23][CH:24]=2)[CH:19]=[CH:18][C:17]=1[C:26](O)=[O:27].Cl.CN(C)CCCN=C=NCC.O.ON1C2C=CC=CC=2N=N1.C(N(CC)C(C)C)(C)C.C([O-])(O)=O.[Na+]. (3) The reactants are [C:1]1([N:7]2[C:19]3[CH:18]=[CH:17][C:16](B4OC(C)(C)C(C)(C)O4)=[CH:15][C:14]=3[C:13]3[C:8]2=[CH:9][CH:10]=[CH:11][CH:12]=3)[CH:6]=[CH:5][CH:4]=[CH:3][CH:2]=1.Br[C:30]1[CH:31]=[CH:32][C:33]2[NH:34][C:35]3[C:40]([C:41]=2[CH:42]=1)=[CH:39][C:38](Br)=[CH:37][CH:36]=3.C([O-])([O-])=O.[K+].[K+].Br[C:51]1[CH:56]=[CH:55][CH:54]=[CH:53][CH:52]=1. The catalyst is C1(C)C=CC=CC=1.O.CCO.C1C=CC([P]([Pd]([P](C2C=CC=CC=2)(C2C=CC=CC=2)C2C=CC=CC=2)([P](C2C=CC=CC=2)(C2C=CC=CC=2)C2C=CC=CC=2)[P](C2C=CC=CC=2)(C2C=CC=CC=2)C2C=CC=CC=2)(C2C=CC=CC=2)C2C=CC=CC=2)=CC=1. The product is [C:51]1([N:34]2[C:35]3[CH:36]=[CH:37][C:38]([C:11]4[CH:10]=[CH:9][C:8]5[NH:7][C:19]6[C:14]([C:13]=5[CH:12]=4)=[CH:15][C:16]([C:4]4[CH:3]=[CH:2][C:1]5[N:7]([C:19]7[CH:14]=[CH:15][CH:16]=[CH:17][CH:18]=7)[C:8]7[C:13]([C:6]=5[CH:5]=4)=[CH:12][CH:11]=[CH:10][CH:9]=7)=[CH:17][CH:18]=6)=[CH:39][C:40]=3[C:41]3[C:33]2=[CH:32][CH:31]=[CH:30][CH:42]=3)[CH:56]=[CH:55][CH:54]=[CH:53][CH:52]=1. The yield is 0.650. (4) The reactants are [C:1](N1C=CN=C1)(N1C=CN=C1)=[O:2].[CH:13]([O:16][C:17]1[CH:23]=[CH:22][C:20]([NH2:21])=[CH:19][CH:18]=1)([CH3:15])[CH3:14].[N:24]1[C:29]2[S:30][CH:31]=[CH:32][C:28]=2[C:27]([N:33]2[CH2:38][CH2:37][CH:36]([OH:39])[CH2:35][CH2:34]2)=[N:26][CH:25]=1. The catalyst is C(Cl)Cl.CN(C1C=CN=CC=1)C. The product is [N:24]1[C:29]2[S:30][CH:31]=[CH:32][C:28]=2[C:27]([N:33]2[CH2:34][CH2:35][CH:36]([O:39][C:1](=[O:2])[NH:21][C:20]3[CH:22]=[CH:23][C:17]([O:16][CH:13]([CH3:15])[CH3:14])=[CH:18][CH:19]=3)[CH2:37][CH2:38]2)=[N:26][CH:25]=1. The yield is 0.140. (5) The reactants are C(OC(=O)[NH:7][C:8]1[CH:13]=[C:12]([C:14]2[CH:19]=[CH:18][CH:17]=[CH:16][C:15]=2[S:20]([NH:23][C:24]([CH3:27])([CH3:26])[CH3:25])(=[O:22])=[O:21])[CH:11]=[CH:10][C:9]=1[NH:28]C(OC(C)(C)C)=O)(C)(C)C.Cl. The yield is 0.920. The product is [C:24]([NH:23][S:20]([C:15]1[C:14]([C:12]2[CH:11]=[CH:10][C:9]([NH2:28])=[C:8]([NH2:7])[CH:13]=2)=[CH:19][CH:18]=[CH:17][CH:16]=1)(=[O:22])=[O:21])([CH3:27])([CH3:25])[CH3:26]. The catalyst is O1CCOCC1.